From a dataset of Forward reaction prediction with 1.9M reactions from USPTO patents (1976-2016). Predict the product of the given reaction. (1) Given the reactants [H-].[Na+].[C:3]([O:7][C:8]([N:10]1[CH2:14][CH2:13][CH:12]([OH:15])[CH2:11]1)=[O:9])([CH3:6])([CH3:5])[CH3:4].Cl[C:17]1[C:22]([NH2:23])=[CH:21][N:20]=[CH:19][N:18]=1, predict the reaction product. The product is: [NH2:23][C:22]1[C:17]([O:15][CH:12]2[CH2:13][CH2:14][N:10]([C:8]([O:7][C:3]([CH3:6])([CH3:4])[CH3:5])=[O:9])[CH2:11]2)=[N:18][CH:19]=[N:20][CH:21]=1. (2) Given the reactants [N:1]1[CH:6]=[CH:5][CH:4]=[CH:3][C:2]=1[C:7]([NH2:9])=[NH:8].C[O-:11].[Na+].Cl[C:14]1C=C(C2C=CC=C(C)N=2)N=[C:16]2[NH:27][CH:28]=[CH:29][C:15]=12, predict the reaction product. The product is: [N:1]1[CH:6]=[CH:5][CH:4]=[CH:3][C:2]=1[C:7]1[N:9]=[C:14]([OH:11])[C:15]2[CH:29]=[CH:28][NH:27][C:16]=2[N:8]=1. (3) The product is: [CH3:33][O:32][C:30]1[CH:29]=[C:27]([NH:28][CH:2]([C:17]2[CH:22]=[CH:21][CH:20]=[CH:19][CH:18]=2)[C:3]([C:5]2[C:13]3[C:8](=[CH:9][CH:10]=[C:11]([CH2:14][CH2:15][OH:16])[CH:12]=3)[NH:7][CH:6]=2)=[O:4])[CH:26]=[C:25]([O:24][CH3:23])[CH:31]=1. Given the reactants Br[CH:2]([C:17]1[CH:22]=[CH:21][CH:20]=[CH:19][CH:18]=1)[C:3]([C:5]1[C:13]2[C:8](=[CH:9][CH:10]=[C:11]([CH2:14][CH2:15][OH:16])[CH:12]=2)[NH:7][CH:6]=1)=[O:4].[CH3:23][O:24][C:25]1[CH:26]=[C:27]([CH:29]=[C:30]([O:32][CH3:33])[CH:31]=1)[NH2:28], predict the reaction product.